This data is from Full USPTO retrosynthesis dataset with 1.9M reactions from patents (1976-2016). The task is: Predict the reactants needed to synthesize the given product. The reactants are: [NH2:1][C:2]1[CH:9]=[CH:8][C:5]([CH:6]=[O:7])=[C:4]([C:10]([F:13])([F:12])[F:11])[CH:3]=1.C(N(CC)CC)C.[Br:21][C:22]1[CH:23]=[C:24]([CH:28]=[CH:29][C:30]=1[CH3:31])[C:25](Cl)=[O:26]. Given the product [Br:21][C:22]1[CH:23]=[C:24]([CH:28]=[CH:29][C:30]=1[CH3:31])[C:25]([NH:1][C:2]1[CH:9]=[CH:8][C:5]([CH:6]=[O:7])=[C:4]([C:10]([F:11])([F:12])[F:13])[CH:3]=1)=[O:26], predict the reactants needed to synthesize it.